Task: Predict which catalyst facilitates the given reaction.. Dataset: Catalyst prediction with 721,799 reactions and 888 catalyst types from USPTO Reactant: [C:1]([O:5][C:6]([N:8]([CH3:20])[C:9]1[CH:10]=[C:11]([CH:17]=[CH:18][CH:19]=1)[O:12][CH2:13][C:14](O)=[O:15])=[O:7])([CH3:4])([CH3:3])[CH3:2].[NH3:21]. Product: [NH2:21][C:14](=[O:15])[CH2:13][O:12][C:11]1[CH:10]=[C:9]([N:8]([CH3:20])[C:6](=[O:7])[O:5][C:1]([CH3:4])([CH3:3])[CH3:2])[CH:19]=[CH:18][CH:17]=1. The catalyst class is: 1.